From a dataset of Peptide-MHC class II binding affinity with 134,281 pairs from IEDB. Regression. Given a peptide amino acid sequence and an MHC pseudo amino acid sequence, predict their binding affinity value. This is MHC class II binding data. (1) The peptide sequence is ERTEGRCLHYTVD. The binding affinity (normalized) is 0. The MHC is DRB5_0101 with pseudo-sequence DRB5_0101. (2) The peptide sequence is AFKVAATAANAAP. The MHC is DRB1_0301 with pseudo-sequence DRB1_0301. The binding affinity (normalized) is 0.131.